Dataset: NCI-60 drug combinations with 297,098 pairs across 59 cell lines. Task: Regression. Given two drug SMILES strings and cell line genomic features, predict the synergy score measuring deviation from expected non-interaction effect. (1) Drug 1: C1=CC(=C2C(=C1NCCNCCO)C(=O)C3=C(C=CC(=C3C2=O)O)O)NCCNCCO. Drug 2: CS(=O)(=O)OCCCCOS(=O)(=O)C. Cell line: CAKI-1. Synergy scores: CSS=55.3, Synergy_ZIP=-6.31, Synergy_Bliss=-7.15, Synergy_Loewe=-1.77, Synergy_HSA=-0.545. (2) Drug 1: CC1=C2C(C(=O)C3(C(CC4C(C3C(C(C2(C)C)(CC1OC(=O)C(C(C5=CC=CC=C5)NC(=O)OC(C)(C)C)O)O)OC(=O)C6=CC=CC=C6)(CO4)OC(=O)C)OC)C)OC. Drug 2: C1=CC=C(C=C1)NC(=O)CCCCCCC(=O)NO. Cell line: OVCAR3. Synergy scores: CSS=60.2, Synergy_ZIP=5.69, Synergy_Bliss=7.96, Synergy_Loewe=-10.1, Synergy_HSA=9.91. (3) Drug 1: CC1CCC2CC(C(=CC=CC=CC(CC(C(=O)C(C(C(=CC(C(=O)CC(OC(=O)C3CCCCN3C(=O)C(=O)C1(O2)O)C(C)CC4CCC(C(C4)OC)OCCO)C)C)O)OC)C)C)C)OC. Drug 2: CC(C)(C#N)C1=CC(=CC(=C1)CN2C=NC=N2)C(C)(C)C#N. Cell line: ACHN. Synergy scores: CSS=7.07, Synergy_ZIP=-0.332, Synergy_Bliss=5.21, Synergy_Loewe=3.76, Synergy_HSA=4.50. (4) Drug 2: CCC1=C2CN3C(=CC4=C(C3=O)COC(=O)C4(CC)O)C2=NC5=C1C=C(C=C5)O. Cell line: OVCAR-4. Drug 1: CS(=O)(=O)C1=CC(=C(C=C1)C(=O)NC2=CC(=C(C=C2)Cl)C3=CC=CC=N3)Cl. Synergy scores: CSS=6.31, Synergy_ZIP=-2.93, Synergy_Bliss=-4.73, Synergy_Loewe=-10.7, Synergy_HSA=-5.09. (5) Drug 1: CC(CN1CC(=O)NC(=O)C1)N2CC(=O)NC(=O)C2. Drug 2: N.N.Cl[Pt+2]Cl. Cell line: SF-295. Synergy scores: CSS=32.5, Synergy_ZIP=-7.69, Synergy_Bliss=1.44, Synergy_Loewe=2.12, Synergy_HSA=2.66. (6) Drug 1: C(CC(=O)O)C(=O)CN.Cl. Cell line: UO-31. Synergy scores: CSS=16.9, Synergy_ZIP=-7.09, Synergy_Bliss=-3.23, Synergy_Loewe=-1.03, Synergy_HSA=0.328. Drug 2: C1CN(CCN1C(=O)CCBr)C(=O)CCBr.